Dataset: Forward reaction prediction with 1.9M reactions from USPTO patents (1976-2016). Task: Predict the product of the given reaction. Given the reactants [C@H:1]12[CH2:6][C@H:5]1[CH2:4][C@@H:3]([CH2:7][NH:8][C:9]([C:11]1[C:12]([CH3:17])=[N:13][O:14][C:15]=1[CH3:16])=[O:10])[NH:2]2.[NH2:18][C:19]1[S:20][C:21]([C:27]2[CH:32]=[CH:31][CH:30]=[C:29]([F:33])[CH:28]=2)=[C:22]([C:24](O)=[O:25])[N:23]=1, predict the reaction product. The product is: [NH2:18][C:19]1[S:20][C:21]([C:27]2[CH:32]=[CH:31][CH:30]=[C:29]([F:33])[CH:28]=2)=[C:22]([C:24]([N:2]2[C@H:3]([CH2:7][NH:8][C:9]([C:11]3[C:12]([CH3:17])=[N:13][O:14][C:15]=3[CH3:16])=[O:10])[CH2:4][C@H:5]3[C@@H:1]2[CH2:6]3)=[O:25])[N:23]=1.